This data is from Full USPTO retrosynthesis dataset with 1.9M reactions from patents (1976-2016). The task is: Predict the reactants needed to synthesize the given product. Given the product [C:13]1(=[O:18])[CH:8]2[N:9]([CH2:4][CH2:5][CH2:6][CH2:7]2)[CH2:10][CH2:11][CH2:12]1, predict the reactants needed to synthesize it. The reactants are: C(O[C:4](=O)[CH2:5][CH2:6][CH2:7][CH:8]1[CH2:13][CH2:12][CH2:11][CH2:10][NH:9]1)C.C(C([O-])=[O:18])C.CC([O-])(C)C.[K+].C([O-])(O)=O.[Na+].